The task is: Regression/Classification. Given a drug SMILES string, predict its absorption, distribution, metabolism, or excretion properties. Task type varies by dataset: regression for continuous measurements (e.g., permeability, clearance, half-life) or binary classification for categorical outcomes (e.g., BBB penetration, CYP inhibition). Dataset: cyp3a4_veith.. This data is from CYP3A4 inhibition data for predicting drug metabolism from PubChem BioAssay. (1) The compound is CSc1ccccc1N1CCN(C(=O)Nc2ccc3c(c2)NC(=O)CO3)CC1. The result is 0 (non-inhibitor). (2) The drug is Cc1ccc(C(=O)N2CCN(c3ncccn3)CC2)o1. The result is 0 (non-inhibitor). (3) The result is 0 (non-inhibitor). The drug is O=C(O)C[C@H](Cc1ccccc1Cl)C(=O)O.